This data is from Full USPTO retrosynthesis dataset with 1.9M reactions from patents (1976-2016). The task is: Predict the reactants needed to synthesize the given product. Given the product [CH3:33][CH:32]([CH3:34])[C@H:27]([N:21]1[CH2:20][C:19]2[C:23](=[CH:24][CH:25]=[C:17]([C:14]3[CH:13]=[CH:12][C:11]([NH:10][C:9]([NH:8][C:5]4[CH:6]=[CH:7][C:2]([C:62]([F:73])([F:72])[F:61])=[CH:3][CH:4]=4)=[O:35])=[CH:16][CH:15]=3)[CH:18]=2)[C:22]1=[O:26])[C:28]([O:30][CH3:31])=[O:29], predict the reactants needed to synthesize it. The reactants are: F[C:2]1[CH:7]=[CH:6][C:5]([NH:8][C:9](=[O:35])[NH:10][C:11]2[CH:16]=[CH:15][C:14]([C:17]3[CH:18]=[C:19]4[C:23](=[CH:24][CH:25]=3)[C:22](=[O:26])[N:21]([C@@H:27]([CH:32]([CH3:34])[CH3:33])[C:28]([O:30][CH3:31])=[O:29])[CH2:20]4)=[CH:13][CH:12]=2)=[CH:4][CH:3]=1.NC1C=CC(C2C=C3C(=CC=2)C(=O)N([C@@H](C(C)C)C(OC)=O)C3)=CC=1.[F:61][C:62]([F:73])([F:72])C1C=CC(N=C=O)=CC=1.